This data is from Kir2.1 potassium channel HTS with 301,493 compounds. The task is: Binary Classification. Given a drug SMILES string, predict its activity (active/inactive) in a high-throughput screening assay against a specified biological target. (1) The compound is Clc1c(COC(=O)c2cccnc2Cl)ccc(Cl)c1. The result is 0 (inactive). (2) The drug is o1nc(nc1CN(Cc1n[nH]c2c1CCCC2)C)c1nccnc1. The result is 0 (inactive). (3) The result is 0 (inactive). The compound is S=C(N1CC(CCC1)CO)Nc1ccc(Nc2ccccc2)cc1. (4) The drug is s1c2nc(cc(c2c(N)c1C(=O)Nc1c(c(ccc1)C)C)C)C. The result is 0 (inactive). (5) The molecule is s1c(nc(c1C)C)CCNC(=O)C1CN(C(=O)CC1)Cc1cc(F)ccc1. The result is 0 (inactive). (6) The drug is Fc1cc2c3ncn(CCN4CCOCC4)c(=O)c3[nH]c2cc1. The result is 0 (inactive).